From a dataset of Catalyst prediction with 721,799 reactions and 888 catalyst types from USPTO. Predict which catalyst facilitates the given reaction. (1) Reactant: [C:1]([O:5][C:6]([NH:8][CH2:9][CH:10]1[CH2:15][CH2:14][N:13]([CH2:16][C:17]2([C:23]([O-:25])=[O:24])[CH2:22][CH2:21][O:20][CH2:19][CH2:18]2)[CH2:12][CH2:11]1)=[O:7])([CH3:4])([CH3:3])[CH3:2].Cl. Product: [C:1]([O:5][C:6]([NH:8][CH2:9][CH:10]1[CH2:11][CH2:12][N:13]([CH2:16][C:17]2([C:23]([OH:25])=[O:24])[CH2:18][CH2:19][O:20][CH2:21][CH2:22]2)[CH2:14][CH2:15]1)=[O:7])([CH3:4])([CH3:2])[CH3:3]. The catalyst class is: 273. (2) Reactant: [C:1]([NH:4][C:5]1[CH:10]=[C:9]([CH3:11])[C:8]([S:12](Cl)(=[O:14])=[O:13])=[C:7]([CH3:16])[CH:6]=1)(=[O:3])[CH3:2].[NH3:17]. Product: [CH3:16][C:7]1[CH:6]=[C:5]([NH:4][C:1](=[O:3])[CH3:2])[CH:10]=[C:9]([CH3:11])[C:8]=1[S:12](=[O:14])(=[O:13])[NH2:17]. The catalyst class is: 2.